From a dataset of Forward reaction prediction with 1.9M reactions from USPTO patents (1976-2016). Predict the product of the given reaction. Given the reactants [C:1]([O:5][C:6]([NH:8][C:9]1[S:10][CH:11]=[C:12]([CH2:14][CH2:15][O:16]S(C)(=O)=O)[N:13]=1)=[O:7])([CH3:4])([CH3:3])[CH3:2].[F:21][C:22]1[CH:27]=[CH:26][C:25](O)=[CH:24][CH:23]=1, predict the reaction product. The product is: [C:1]([O:5][C:6](=[O:7])[NH:8][C:9]1[S:10][CH:11]=[C:12]([CH2:14][CH2:15][O:16][C:25]2[CH:26]=[CH:27][C:22]([F:21])=[CH:23][CH:24]=2)[N:13]=1)([CH3:4])([CH3:3])[CH3:2].